From a dataset of Forward reaction prediction with 1.9M reactions from USPTO patents (1976-2016). Predict the product of the given reaction. (1) Given the reactants C1C=CC(P(C2C(C3C(P(C4C=CC=CC=4)C4C=CC=CC=4)=CC=C4C=3C=CC=C4)=C3C(C=CC=C3)=CC=2)C2C=CC=CC=2)=CC=1.C([O-])([O-])=O.[Cs+].[Cs+].FC(F)(F)S(O[C:59]1[C:60]([O:85][CH2:86][CH3:87])=[CH:61][CH:62]=[C:63]2[C:68]=1[CH:67]=[N:66][CH:65]=[C:64]2[CH2:69][C:70]1[CH:75]=[C:74]([O:76][CH3:77])[C:73]([O:78][CH2:79][CH:80]([CH3:82])[CH3:81])=[C:72]([O:83][CH3:84])[CH:71]=1)(=O)=O.C(=[NH:103])(C1C=CC=CC=1)C1C=CC=CC=1.[ClH:104].CO, predict the reaction product. The product is: [ClH:104].[ClH:104].[CH2:79]([O:78][C:73]1[C:72]([O:83][CH3:84])=[CH:71][C:70]([CH2:69][C:64]2[C:63]3[C:68](=[C:59]([NH2:103])[C:60]([O:85][CH2:86][CH3:87])=[CH:61][CH:62]=3)[CH:67]=[N:66][CH:65]=2)=[CH:75][C:74]=1[O:76][CH3:77])[CH:80]([CH3:82])[CH3:81]. (2) Given the reactants [C:1]([C:3]1[CH:8]=[CH:7][C:6]([C:9]([CH3:27])([CH2:13][C:14]2[S:15][C:16]3[CH:22]=[C:21]([O:23][CH3:24])[C:20]([O:25][CH3:26])=[CH:19][C:17]=3[CH:18]=2)[C:10]([OH:12])=O)=[CH:5][CH:4]=1)#[N:2].[CH2:28]([NH2:32])[CH2:29][CH2:30][CH3:31], predict the reaction product. The product is: [CH2:28]([NH:32][C:10](=[O:12])[C:9]([C:6]1[CH:5]=[CH:4][C:3]([C:1]#[N:2])=[CH:8][CH:7]=1)([CH3:27])[CH2:13][C:14]1[S:15][C:16]2[CH:22]=[C:21]([O:23][CH3:24])[C:20]([O:25][CH3:26])=[CH:19][C:17]=2[CH:18]=1)[CH2:29][CH2:30][CH3:31]. (3) Given the reactants [Cl:1][C:2]1[CH:10]=[CH:9][C:5]([C:6]([OH:8])=O)=[CH:4][N:3]=1.[NH2:11][C:12]1[CH:17]=[CH:16][C:15]([N:18]2[CH2:22][CH2:21][CH:20]([N:23]([CH3:25])[CH3:24])[CH2:19]2)=[CH:14][CH:13]=1, predict the reaction product. The product is: [Cl:1][C:2]1[CH:10]=[CH:9][C:5]([C:6]([NH:11][C:12]2[CH:17]=[CH:16][C:15]([N:18]3[CH2:22][CH2:21][CH:20]([N:23]([CH3:25])[CH3:24])[CH2:19]3)=[CH:14][CH:13]=2)=[O:8])=[CH:4][N:3]=1.